From a dataset of Forward reaction prediction with 1.9M reactions from USPTO patents (1976-2016). Predict the product of the given reaction. (1) Given the reactants [CH3:1][C:2]1[C:10]([C:11](=O)[CH2:12][C:13]([O:15]C(C)(C)C)=O)=[C:5]2[CH:6]=[CH:7][CH:8]=[CH:9][N:4]2[N:3]=1.[SH:21][CH2:22][C:23]([O:25][CH3:26])=[O:24].[CH3:27]CO, predict the reaction product. The product is: [OH:15][C:13]1[CH:12]=[C:11]([C:10]2[C:2]([CH3:1])=[N:3][N:4]3[CH:9]=[CH:8][CH:7]=[CH:6][C:5]=23)[S:21][C:22]=1[C:23]([O:25][CH2:26][CH3:27])=[O:24]. (2) The product is: [NH2:1][C:2](=[O:34])[C@@H:3]([NH:10][C:11]([C@@H:13]1[CH2:18][CH2:17][CH2:16][CH2:15][C@H:14]1[N:19]1[CH2:24][CH2:23][N:22]([C:25]2([C:67]([OH:74])=[O:68])[CH2:26][CH2:28][CH2:29][CH2:30]2)[CH2:21][CH2:20]1)=[O:12])[C:4]1[CH:5]=[CH:6][CH:7]=[CH:8][CH:9]=1. Given the reactants [NH2:1][C:2](=[O:34])[C@@H:3]([NH:10][C:11]([C@@H:13]1[CH2:18][CH2:17][CH2:16][CH2:15][C@H:14]1[N:19]1[CH2:24][CH2:23][N:22]([C:25]2[CH:30]=[CH:29][CH:28]=C[C:26]=2C(O)=O)[CH2:21][CH2:20]1)=[O:12])[C:4]1[CH:9]=[CH:8][CH:7]=[CH:6][CH:5]=1.NC(=O)[C@@H](NC([C@@H]1CCCC[C@H]1N1CCNCC1)=O)C1C=CC=CC=1.C(N(CC)CC)C.[C:67](Cl)(=[O:74])[O:68]C1CCCC1, predict the reaction product. (3) The product is: [Br:1][CH2:2][C@H:3]1[O:11][C:18](=[O:27])[CH2:17][C@H:4]1[OH:9]. Given the reactants [Br:1][CH2:2][C@@H:3]([OH:11])[C@H:4]1[O:9]C(=O)C[C@H]1O.C(N([CH2:17][CH3:18])CC)C.CCCCCC.C(OCC)(=[O:27])C, predict the reaction product.